This data is from Full USPTO retrosynthesis dataset with 1.9M reactions from patents (1976-2016). The task is: Predict the reactants needed to synthesize the given product. (1) Given the product [NH2:29][CH2:28][C@@H:26]1[O:25][C:24](=[O:32])[N:23]([C:20]2[CH:21]=[CH:22][C:17]([N:14]3[CH2:15][CH2:16][N:11]([C:9]([O:8][CH2:1][C:2]4[CH:3]=[CH:4][CH:5]=[CH:6][CH:7]=4)=[O:10])[CH2:12][CH2:13]3)=[C:18]([F:33])[CH:19]=2)[CH2:27]1, predict the reactants needed to synthesize it. The reactants are: [CH2:1]([O:8][C:9]([N:11]1[CH2:16][CH2:15][N:14]([C:17]2[CH:22]=[CH:21][C:20]([N:23]3[CH2:27][CH:26]([CH2:28][N:29]=[N+]=[N-])[O:25][C:24]3=[O:32])=[CH:19][C:18]=2[F:33])[CH2:13][CH2:12]1)=[O:10])[C:2]1[CH:7]=[CH:6][CH:5]=[CH:4][CH:3]=1.C1C=CC(P(C2C=CC=CC=2)C2C=CC=CC=2)=CC=1.O. (2) The reactants are: [Cl:1][C:2]1[CH:15]=[CH:14][C:5]([O:6][C:7]2[CH:13]=[CH:12][C:10]([NH2:11])=[CH:9][CH:8]=2)=[CH:4][CH:3]=1.[CH2:16]([O:23][CH2:24][C@H:25]([NH:29]C(OC(C)(C)C)=O)[C:26](O)=[O:27])[C:17]1[CH:22]=[CH:21][CH:20]=[CH:19][CH:18]=1. Given the product [NH2:29][C@@H:25]([CH2:24][O:23][CH2:16][C:17]1[CH:22]=[CH:21][CH:20]=[CH:19][CH:18]=1)[C:26]([NH:11][C:10]1[CH:12]=[CH:13][C:7]([O:6][C:5]2[CH:14]=[CH:15][C:2]([Cl:1])=[CH:3][CH:4]=2)=[CH:8][CH:9]=1)=[O:27], predict the reactants needed to synthesize it. (3) Given the product [Br:25][C:14]1[CH:13]=[C:12]2[C:17](=[CH:16][CH:15]=1)[N:8]([CH2:7][CH2:6][N:1]1[CH2:2][CH2:3][CH2:4][CH2:5]1)[CH2:9][CH2:10][CH2:11]2, predict the reactants needed to synthesize it. The reactants are: [N:1]1([CH2:6][CH2:7][N:8]2[C:17]3[C:12](=[CH:13][CH:14]=[CH:15][CH:16]=3)[CH2:11][CH2:10][CH2:9]2)[CH2:5][CH2:4][CH2:3][CH2:2]1.C1C(=O)N([Br:25])C(=O)C1. (4) Given the product [O:1]1[CH:5]=[CH:4][CH:3]=[C:2]1[C:6]1[CH:17]=[C:16]([CH3:18])[CH:15]=[C:14]([CH3:19])[C:7]=1[O:8][CH2:9][C:10]([NH:20][NH2:21])=[O:11], predict the reactants needed to synthesize it. The reactants are: [O:1]1[CH:5]=[CH:4][CH:3]=[C:2]1[C:6]1[CH:17]=[C:16]([CH3:18])[CH:15]=[C:14]([CH3:19])[C:7]=1[O:8][CH2:9][C:10](OC)=[O:11].[NH2:20][NH2:21]. (5) Given the product [C:1]([O:5][C:6](=[O:17])[NH:7][C:8]1[CH:13]=[C:12]([OH:18])[C:11]([Cl:15])=[C:10]([Cl:16])[CH:9]=1)([CH3:4])([CH3:3])[CH3:2], predict the reactants needed to synthesize it. The reactants are: [C:1]([O:5][C:6](=[O:17])[NH:7][C:8]1[CH:13]=[C:12](Cl)[C:11]([Cl:15])=[C:10]([Cl:16])[CH:9]=1)([CH3:4])([CH3:3])[CH3:2].[OH-:18].[K+]. (6) Given the product [F:5][C:6]1[C:11]([F:12])=[C:10]([F:13])[CH:9]=[CH:8][C:7]=1[NH:14][C:15]1[N:17]=[C:1]([OH:4])[C:19]2[CH2:20][CH2:21][CH2:22][CH2:23][C:18]=2[N:16]=1, predict the reactants needed to synthesize it. The reactants are: [C:1](=[O:4])(O)O.[F:5][C:6]1[C:11]([F:12])=[C:10]([F:13])[CH:9]=[CH:8][C:7]=1[NH:14][C:15]([NH2:17])=[NH:16].[C:18]1(C)[CH:23]=[CH:22][CH:21]=[CH:20][CH:19]=1.